This data is from Forward reaction prediction with 1.9M reactions from USPTO patents (1976-2016). The task is: Predict the product of the given reaction. (1) Given the reactants [CH3:1][N:2]1[CH2:6][CH2:5][CH:4]([C:7]([O:9]C)=[O:8])[C:3]1=[O:11].C[Si](C)(C)[O-].[K+].Cl, predict the reaction product. The product is: [CH3:1][N:2]1[CH2:6][CH2:5][CH:4]([C:7]([OH:9])=[O:8])[C:3]1=[O:11]. (2) Given the reactants [Cl:1][C:2]1[CH:7]=[CH:6][C:5]([C:8]([CH3:13])([CH3:12])[C:9]([OH:11])=O)=[CH:4][CH:3]=1.[NH2:14][CH2:15][CH2:16][CH2:17][N:18]1[CH2:23][CH2:22][CH:21]([C:24]2[CH:25]=[C:26]([NH:31][C:32](=[O:36])[CH:33]([CH3:35])[CH3:34])[CH:27]=[CH:28][C:29]=2[CH3:30])[CH2:20][CH2:19]1, predict the reaction product. The product is: [Cl:1][C:2]1[CH:3]=[CH:4][C:5]([C:8]([CH3:13])([CH3:12])[C:9]([NH:14][CH2:15][CH2:16][CH2:17][N:18]2[CH2:23][CH2:22][CH:21]([C:24]3[CH:25]=[C:26]([NH:31][C:32](=[O:36])[CH:33]([CH3:35])[CH3:34])[CH:27]=[CH:28][C:29]=3[CH3:30])[CH2:20][CH2:19]2)=[O:11])=[CH:6][CH:7]=1.